This data is from Reaction yield outcomes from USPTO patents with 853,638 reactions. The task is: Predict the reaction yield, written as a fraction of the theoretical maximum amount of product (1.0 means a 100% yield; for example, 0.34 means a 34% yield). (1) The reactants are [NH2:1][C:2]1[CH:3]=[CH:4][C:5]([N:8]2[CH2:12][CH2:11][C@H:10]([OH:13])[CH2:9]2)=[N:6][CH:7]=1.N1C=CC=CC=1.Cl[C:21]([O:23][C:24]1[CH:29]=[CH:28][CH:27]=[CH:26][CH:25]=1)=[O:22]. The catalyst is C(#N)C.O. The product is [OH:13][C@H:10]1[CH2:11][CH2:12][N:8]([C:5]2[N:6]=[CH:7][C:2]([NH:1][C:21](=[O:22])[O:23][C:24]3[CH:29]=[CH:28][CH:27]=[CH:26][CH:25]=3)=[CH:3][CH:4]=2)[CH2:9]1. The yield is 0.330. (2) The reactants are [CH3:1][CH:2]1[C:8](=[O:9])[NH:7][C:6]2[CH:10]=[CH:11][CH:12]=[CH:13][C:5]=2[C:4]([C:14]2[CH:19]=[CH:18][CH:17]=[CH:16][CH:15]=2)=[N:3]1.[Br:20]Br. The catalyst is C(O)(=O)C.S(=O)(=O)(O)O. The product is [Br:20][C:12]1[CH:11]=[CH:10][C:6]2[NH:7][C:8](=[O:9])[CH:2]([CH3:1])[N:3]=[C:4]([C:14]3[CH:19]=[CH:18][CH:17]=[CH:16][CH:15]=3)[C:5]=2[CH:13]=1. The yield is 0.790. (3) The reactants are [CH3:1][C:2]1([CH3:19])[CH2:6][O:5][C:4]2[CH:7]=[C:8]([CH3:18])[C:9]([C:11]3[N:12]=[CH:13][C:14]([NH2:17])=[N:15][CH:16]=3)=[CH:10][C:3]1=2.[Cl:20][C:21]1[CH:29]=[CH:28][CH:27]=[CH:26][C:22]=1[C:23](Cl)=[O:24]. No catalyst specified. The product is [Cl:20][C:21]1[CH:29]=[CH:28][CH:27]=[CH:26][C:22]=1[C:23]([NH:17][C:14]1[CH:13]=[N:12][C:11]([C:9]2[C:8]([CH3:18])=[CH:7][C:4]3[O:5][CH2:6][C:2]([CH3:19])([CH3:1])[C:3]=3[CH:10]=2)=[CH:16][N:15]=1)=[O:24]. The yield is 0.501. (4) The reactants are N1C=CN=C1.[OH:6][CH2:7][C@H:8]1[CH2:12][O:11][C:10](=[O:13])[NH:9]1.[C:14]([Si:18](Cl)([C:25]1[CH:30]=[CH:29][CH:28]=[CH:27][CH:26]=1)[C:19]1[CH:24]=[CH:23][CH:22]=[CH:21][CH:20]=1)([CH3:17])([CH3:16])[CH3:15]. The yield is 0.780. The product is [Si:18]([O:6][CH2:7][C@H:8]1[CH2:12][O:11][C:10](=[O:13])[NH:9]1)([C:14]([CH3:17])([CH3:16])[CH3:15])([C:25]1[CH:26]=[CH:27][CH:28]=[CH:29][CH:30]=1)[C:19]1[CH:24]=[CH:23][CH:22]=[CH:21][CH:20]=1. The catalyst is C(Cl)Cl.O. (5) The reactants are Cl[C:2]1[CH:3]=[CH:4][C:5]([N+:9]([O-:11])=[O:10])=[C:6]([NH2:8])[CH:7]=1.[NH2:12][N:13]1[CH2:18][CH2:17][O:16][CH2:15][CH2:14]1.C([O-])([O-])=O.[K+].[K+].O. The catalyst is CN(C=O)C. The product is [N:13]1([NH:12][C:2]2[CH:3]=[CH:4][C:5]([N+:9]([O-:11])=[O:10])=[C:6]([NH2:8])[CH:7]=2)[CH2:18][CH2:17][O:16][CH2:15][CH2:14]1. The yield is 0.200. (6) The reactants are [F:1][C:2]1[C:3]([NH:14][NH2:15])=[N:4][C:5]([CH3:13])=[N:6][C:7]=1[N:8]1[CH2:12][CH2:11][CH2:10][CH2:9]1.[CH:16]1([CH2:21][C@H:22]([CH2:26][N:27]([CH:36]=[O:37])[O:28][CH2:29][C:30]2[CH:35]=[CH:34][CH:33]=[CH:32][CH:31]=2)[C:23](O)=[O:24])[CH2:20][CH2:19][CH2:18][CH2:17]1.C1C=NC2N(O)N=NC=2C=1.CN1CCOCC1.C(Cl)CCl. The catalyst is CN(C=O)C. The product is [CH:16]1([CH2:21][C@@H:22]([C:23]([NH:15][NH:14][C:3]2[C:2]([F:1])=[C:7]([N:8]3[CH2:12][CH2:11][CH2:10][CH2:9]3)[N:6]=[C:5]([CH3:13])[N:4]=2)=[O:24])[CH2:26][N:27]([O:28][CH2:29][C:30]2[CH:35]=[CH:34][CH:33]=[CH:32][CH:31]=2)[CH:36]=[O:37])[CH2:20][CH2:19][CH2:18][CH2:17]1. The yield is 0.550. (7) The reactants are [CH2:1]([O:3][C:4](=[O:10])[CH2:5][CH2:6][C:7]([OH:9])=O)[CH3:2].C(Cl)(=O)C(Cl)=O.[C:17]([C:21]1[CH:31]=[CH:30][CH:29]=[CH:28][C:22]=1[O:23][CH:24]1[CH2:27][NH:26][CH2:25]1)([CH3:20])([CH3:19])[CH3:18].C(N(CC)CC)C. The catalyst is C1COCC1.CN(C=O)C. The product is [C:17]([C:21]1[CH:31]=[CH:30][CH:29]=[CH:28][C:22]=1[O:23][CH:24]1[CH2:25][N:26]([C:7](=[O:9])[CH2:6][CH2:5][C:4]([O:3][CH2:1][CH3:2])=[O:10])[CH2:27]1)([CH3:20])([CH3:18])[CH3:19]. The yield is 0.900. (8) The reactants are CS(Cl)(=O)=O.[Cl:6][C:7]1[CH:8]=[C:9]([CH:27]=[CH:28][C:29]=1[O:30][CH2:31][C:32]1[CH:37]=[CH:36][CH:35]=[C:34]([F:38])[CH:33]=1)[NH:10][C:11]1[C:16]([C:17]#[C:18][C:19]2[N:24]=[C:23]([CH2:25]O)[CH:22]=[CH:21][CH:20]=2)=[CH:15][N:14]=[CH:13][N:12]=1.[NH2:39][CH2:40][CH2:41][NH:42][C:43](=[O:45])[CH3:44].O. The catalyst is C(Cl)Cl. The product is [Cl:6][C:7]1[CH:8]=[C:9]([CH:27]=[CH:28][C:29]=1[O:30][CH2:31][C:32]1[CH:37]=[CH:36][CH:35]=[C:34]([F:38])[CH:33]=1)[NH:10][C:11]1[C:16]([C:17]#[C:18][C:19]2[N:24]=[C:23]([CH2:25][NH:39][CH2:40][CH2:41][NH:42][C:43](=[O:45])[CH3:44])[CH:22]=[CH:21][CH:20]=2)=[CH:15][N:14]=[CH:13][N:12]=1. The yield is 0.590.